Dataset: NCI-60 drug combinations with 297,098 pairs across 59 cell lines. Task: Regression. Given two drug SMILES strings and cell line genomic features, predict the synergy score measuring deviation from expected non-interaction effect. (1) Drug 1: C1CN1C2=NC(=NC(=N2)N3CC3)N4CC4. Drug 2: CN(CC1=CN=C2C(=N1)C(=NC(=N2)N)N)C3=CC=C(C=C3)C(=O)NC(CCC(=O)O)C(=O)O. Cell line: HOP-92. Synergy scores: CSS=20.5, Synergy_ZIP=-14.0, Synergy_Bliss=-13.5, Synergy_Loewe=-7.00, Synergy_HSA=-6.36. (2) Drug 1: CN(C)C1=NC(=NC(=N1)N(C)C)N(C)C. Drug 2: C(CN)CNCCSP(=O)(O)O. Cell line: OVCAR-5. Synergy scores: CSS=-4.82, Synergy_ZIP=1.24, Synergy_Bliss=-0.121, Synergy_Loewe=-3.23, Synergy_HSA=-3.08. (3) Drug 1: CC1=CC2C(CCC3(C2CCC3(C(=O)C)OC(=O)C)C)C4(C1=CC(=O)CC4)C. Drug 2: CC(C)NC(=O)C1=CC=C(C=C1)CNNC.Cl. Cell line: KM12. Synergy scores: CSS=13.0, Synergy_ZIP=2.40, Synergy_Bliss=7.13, Synergy_Loewe=10.6, Synergy_HSA=8.38. (4) Drug 1: CCCS(=O)(=O)NC1=C(C(=C(C=C1)F)C(=O)C2=CNC3=C2C=C(C=N3)C4=CC=C(C=C4)Cl)F. Drug 2: CC12CCC3C(C1CCC2OP(=O)(O)O)CCC4=C3C=CC(=C4)OC(=O)N(CCCl)CCCl.[Na+]. Cell line: SF-295. Synergy scores: CSS=7.09, Synergy_ZIP=0.449, Synergy_Bliss=2.87, Synergy_Loewe=2.43, Synergy_HSA=2.88.